Dataset: TCR-epitope binding with 47,182 pairs between 192 epitopes and 23,139 TCRs. Task: Binary Classification. Given a T-cell receptor sequence (or CDR3 region) and an epitope sequence, predict whether binding occurs between them. The epitope is FLNRFTTTL. The TCR CDR3 sequence is CSVTGTTYEQYF. Result: 0 (the TCR does not bind to the epitope).